This data is from Experimentally validated miRNA-target interactions with 360,000+ pairs, plus equal number of negative samples. The task is: Binary Classification. Given a miRNA mature sequence and a target amino acid sequence, predict their likelihood of interaction. (1) The miRNA is hsa-miR-6780b-3p with sequence UCCCUUGUCUCCUUUCCCUAG. The protein sequence of the target gene is MKGDTRHLNGEEDAGGREDSILVNGACSDQSSDSPPILEAIRTPEIRGRRSSSRLSKREVSSLLSYTQDLTGDGDGEDGDGSDTPVMPKLFRETRTRSESPAVRTRNNNSVSSRERHRPSPRSTRGRQGRNHVDESPVEFPATRSLRRRATASAGTPWPSPPSSYLTIDLTDDTEDTHGTPQSSSTPYARLAQDSQQGGMESPQVEADSGDGDSSEYQDGKEFGIGDLVWGKIKGFSWWPAMVVSWKATSKRQAMSGMRWVQWFGDGKFSEVSADKLVALGLFSQHFNLATFNKLVSYRK.... Result: 0 (no interaction). (2) The miRNA is hsa-miR-4790-5p with sequence AUCGCUUUACCAUUCAUGUU. The protein sequence of the target gene is MLACLQRTQNAPGQHLACPSKSLELRKCEAVASAMHSSRYPSPAELDAYAEKVANSPLSIKIFPTNIRVPQHKHLSRTVNGYDTSGQRYSPYPQHTAGYQGLLAIVKAAVSSSSTAAPAGPAKSVLKSAEGKRTKLSPAAVQVGIAPYPVPSTLGPLAYPKPPEAPAPPPGLPAAATAASVIPLPGRGLPLPPSNLPSIHSLLYQLNQQCQAPGAAPPACQGMAIPHPSPAKHGPVPSFPSMAYSAAAGLPDCRKGTELGQGATQALTLAGAAKPAGYADSGLDYLLWPQKPPPPPPQPL.... Result: 0 (no interaction). (3) The miRNA is hsa-miR-221-5p with sequence ACCUGGCAUACAAUGUAGAUUU. The protein sequence of the target gene is MPSGSSAALALAAAPAPLPQPPPPPPPPPPPLPPPSGGPELEGDGLLLRERLAALGLDDPSPAEPGAPALRAPAAAAQGQARRAAELSPEERAPPGRPGAPEAAELELEEDEEEGEEAELDGDLLEEEELEEAEEEDRSSLLLLSPPAATASQTQQIPGGSLGSVLLPAARFDAREAAAAAAAAGVLYGGDDAQGMMAAMLSHAYGPGGCGAAAAALNGEQAALLRRKSVNTTECVPVPSSEHVAEIVGRQGCKIKALRAKTNTYIKTPVRGEEPIFVVTGRKEDVAMAKREILSAAEHF.... Result: 0 (no interaction). (4) The miRNA is mmu-miR-3067-5p with sequence AGUUCUCAGGCCCGCUGUGGUGU. The protein sequence of the target gene is MAFWCQRDSYAREFTTTVVSCCPAELQTEGSNGKKEVLSGFQVVLEDTVLFPEGGGQPDDRGTINDISVLRVTRRGEQADHFTQTPLDPGSQVLVRVDWERRFDHMQQHSGQHLITAVADHLFKLKTTSWELGRFRSAIELDTPSMTAEQVAAIEQSVNEKIRDRLPVNVRELSLDDPEVEQVSGRGLPDDHAGPIRVVNIEGVDSNMCCGTHVSNLSDLQVIKILGTEKGKKNRTNLIFLSGNRVLKWMERSHGTEKALTALLKCGAEDHVEAVKKLQNSTKILQKNNLNLLRDLAVHI.... Result: 0 (no interaction). (5) The miRNA is ssc-miR-421-3p with sequence AUCAACAGACAUUAAUUGGGCGC. The protein sequence of the target gene is MKRSSSMLDINEDSQHSTNKAPPPKKAPEDRFDSANMNASGSHVTLVENLPVEKVSSGERIAILDFGAQYGKVIDRRVRELLVQSEMFPLNTTARTLIELGGFKGIIISGGPNSVFEPEAPSIDPEIFTCGLPVLGICYGFQLMNKLNGGTVTREHIREDGACEIQVDTSVHLFNGLHKTETVLLTHGDSVSEATVAPDFKVMAKSGHHVAGICNENRKLYGVQFHPEVDLTTNGTKMFENFLFKVVGCCGNFTIQNREQSCISEINSIVGDKKVLVMVSGGVDSAVCAALLRRALGPNR.... Result: 0 (no interaction).